From a dataset of Reaction yield outcomes from USPTO patents with 853,638 reactions. Predict the reaction yield, written as a fraction of the theoretical maximum amount of product (1.0 means a 100% yield; for example, 0.34 means a 34% yield). (1) The reactants are C[O:2][C:3]([C:5]1[CH:14]=[C:13](O)[C:12]2[C:7](=[C:8]([O:17]CC3C=CC=CC=3)[CH:9]=[CH:10][C:11]=2[Br:16])[N:6]=1)=[O:4].C(OC(C1C=CC2C(=C(OCC3C=CC=CC=3)C=CC=2Br)N=1)=O)C1C=CC=CC=1. No catalyst specified. The product is [OH:17][C:8]1[CH:9]=[CH:10][C:11]([Br:16])=[C:12]2[C:7]=1[N:6]=[C:5]([C:3]([OH:4])=[O:2])[CH:14]=[CH:13]2. The yield is 0.930. (2) The yield is 0.860. The catalyst is O1CCOCC1.O. The reactants are [C:1]([N:8]1[CH2:13][CH2:12][NH:11][CH2:10][C@@H:9]1[CH2:14][OH:15])([O:3][C:4]([CH3:7])([CH3:6])[CH3:5])=[O:2].C([O-])([O-])=O.[Na+].[Na+].[C:22](O[C:22]([O:24][C:25]([CH3:28])([CH3:27])[CH3:26])=[O:23])([O:24][C:25]([CH3:28])([CH3:27])[CH3:26])=[O:23]. The product is [C:4]([O:3][C:1]([N:8]1[CH2:13][CH2:12][N:11]([C:22]([O:24][C:25]([CH3:28])([CH3:27])[CH3:26])=[O:23])[CH2:10][C@@H:9]1[CH2:14][OH:15])=[O:2])([CH3:7])([CH3:6])[CH3:5]. (3) The reactants are [CH:1]1[C:10]2[C:5](=[CH:6][CH:7]=[CH:8][CH:9]=2)[CH:4]=[CH:3][CH:2]=1.[C:11]1(=[O:17])[O:16][C:14](=[O:15])[CH2:13][CH2:12]1.[Cl-].[Al+3].[Cl-].[Cl-]. The catalyst is ClC(Cl)C.O.Cl. The product is [CH:9]1[C:10]2[C:5](=[CH:4][CH:3]=[CH:2][CH:1]=2)[CH:6]=[CH:7][C:8]=1[C:11](=[O:17])[CH2:12][CH2:13][C:14]([OH:16])=[O:15]. The yield is 0.410. (4) The reactants are [F:1][C:2]1[CH:22]=[C:21](I)[CH:20]=[CH:19][C:3]=1[NH:4][C:5]1[C:6]([C:12]([NH:14][CH2:15][CH2:16][CH2:17][OH:18])=[O:13])=[CH:7][NH:8][C:9](=[O:11])[CH:10]=1.[Si:24]([C:28]#[CH:29])([CH3:27])([CH3:26])[CH3:25]. The catalyst is C1COCC1.CN(C=O)C.[Cu]I.Cl[Pd](Cl)([P](C1C=CC=CC=1)(C1C=CC=CC=1)C1C=CC=CC=1)[P](C1C=CC=CC=1)(C1C=CC=CC=1)C1C=CC=CC=1. The product is [F:1][C:2]1[CH:22]=[C:21]([C:29]#[C:28][Si:24]([CH3:27])([CH3:26])[CH3:25])[CH:20]=[CH:19][C:3]=1[NH:4][C:5]1[C:6]([C:12]([NH:14][CH2:15][CH2:16][CH2:17][OH:18])=[O:13])=[CH:7][NH:8][C:9](=[O:11])[CH:10]=1. The yield is 0.940. (5) No catalyst specified. The reactants are [CH2:1]([C:4]1[S:29][C:7]2[N:8]=[C:9]([O:25][CH2:26][CH2:27][NH2:28])[N:10]=[C:11]([N:12]3[CH2:17][CH2:16][N:15]4[C:18]([C:21]([F:24])([F:23])[F:22])=[N:19][N:20]=[C:14]4[CH2:13]3)[C:6]=2[CH:5]=1)[CH2:2][CH3:3].[C:30]([O:34][C:35]([NH:37][CH2:38][C:39](O)=[O:40])=[O:36])([CH3:33])([CH3:32])[CH3:31]. The yield is 0.670. The product is [C:30]([O:34][C:35](=[O:36])[NH:37][CH2:38][C:39](=[O:40])[NH:28][CH2:27][CH2:26][O:25][C:9]1[N:10]=[C:11]([N:12]2[CH2:17][CH2:16][N:15]3[C:18]([C:21]([F:22])([F:24])[F:23])=[N:19][N:20]=[C:14]3[CH2:13]2)[C:6]2[CH:5]=[C:4]([CH2:1][CH2:2][CH3:3])[S:29][C:7]=2[N:8]=1)([CH3:33])([CH3:31])[CH3:32].